The task is: Predict the reaction yield, written as a fraction of the theoretical maximum amount of product (1.0 means a 100% yield; for example, 0.34 means a 34% yield).. This data is from Reaction yield outcomes from USPTO patents with 853,638 reactions. (1) The reactants are [O:1]1[CH:5]=[C:4]([C:6]2[CH:11]=[CH:10][C:9]([OH:12])=[CH:8][CH:7]=2)[CH:3]=[N:2]1.[C:13]1([CH3:19])[CH:18]=[CH:17][CH:16]=[CH:15][CH:14]=1.C1(P(C2C=CC=CC=2)C2C=CC=CC=2)C=CC=CC=1.N([C:49]([N:51]1CCC[CH2:53][CH2:52]1)=[O:50])=N[C:49]([N:51]1CCC[CH2:53][CH2:52]1)=[O:50].[O:57]1CCCC1. No catalyst specified. The product is [CH2:19]([O:50][C:49](=[O:57])[NH:51][CH2:52][CH2:53][O:12][C:9]1[CH:8]=[CH:7][C:6]([C:4]2[CH:3]=[N:2][O:1][CH:5]=2)=[CH:11][CH:10]=1)[C:13]1[CH:18]=[CH:17][CH:16]=[CH:15][CH:14]=1. The yield is 0.880. (2) The reactants are [CH3:1][S:2][C:3]1[CH:8]=[CH:7][C:6]([N:9]2[C:13]3[CH:14]=[C:15]([C:18]([O:20][CH3:21])=[O:19])[CH:16]=[CH:17][C:12]=3[N:11]=[CH:10]2)=[CH:5][CH:4]=1.ClC1C=CC=C(C(OO)=[O:30])C=1.S([O-])([O-])(=O)=S.[Na+].[Na+]. The catalyst is ClCCl. The product is [CH3:1][S:2]([C:3]1[CH:4]=[CH:5][C:6]([N:9]2[C:13]3[CH:14]=[C:15]([C:18]([O:20][CH3:21])=[O:19])[CH:16]=[CH:17][C:12]=3[N:11]=[CH:10]2)=[CH:7][CH:8]=1)=[O:30]. The yield is 0.830. (3) The reactants are Br[C:2]1[CH:7]=[CH:6][C:5]([C@@H:8]([NH:10][C:11](=[O:17])[O:12][C:13]([CH3:16])([CH3:15])[CH3:14])[CH3:9])=[CH:4][CH:3]=1.C1(P(C2C=CC=CC=2)CCCP(C2C=CC=CC=2)C2C=CC=CC=2)C=CC=CC=1.C(N(CC)CC)C.CN(C)[CH:56]=[O:57].C[CH2:60][O:61]CC. The catalyst is C([O-])(=O)C.[Pd+2].C([O-])(=O)C.CO. The product is [C:13]([O:12][C:11]([NH:10][C@H:8]([C:5]1[CH:6]=[CH:7][C:2]([C:60]([O:57][CH3:56])=[O:61])=[CH:3][CH:4]=1)[CH3:9])=[O:17])([CH3:16])([CH3:15])[CH3:14]. The yield is 0.940.